From a dataset of Forward reaction prediction with 1.9M reactions from USPTO patents (1976-2016). Predict the product of the given reaction. (1) Given the reactants C([C@@:8]([NH2:34])([CH2:26][C:27]1[CH:32]=[CH:31][C:30]([Cl:33])=[CH:29][CH:28]=1)[C:9]([N:11]1[CH2:16][CH2:15][N:14]([C:17]2[C:18]3[CH:25]=[CH:24][NH:23][C:19]=3[N:20]=[CH:21][N:22]=2)[CH2:13][CH2:12]1)=[O:10])(OC(C)(C)C)=O.[ClH:35].O1CCOCC1, predict the reaction product. The product is: [ClH:33].[ClH:35].[NH2:34][C@H:8]([CH2:26][C:27]1[CH:32]=[CH:31][C:30]([Cl:33])=[CH:29][CH:28]=1)[C:9]([N:11]1[CH2:16][CH2:15][N:14]([C:17]2[C:18]3[CH:25]=[CH:24][NH:23][C:19]=3[N:20]=[CH:21][N:22]=2)[CH2:13][CH2:12]1)=[O:10]. (2) Given the reactants [N+:1]([C:4]1[CH:8]=[N:7][NH:6][C:5]=1[NH2:9])([O-:3])=[O:2].[CH2:10]([N:14]([C:26]1[CH:31]=[CH:30][CH:29]=[C:28]([C:32](=O)[CH:33]=[CH:34]N(C)C)[CH:27]=1)[S:15]([C:18]1[CH:23]=[CH:22][C:21]([O:24][CH3:25])=[CH:20][CH:19]=1)(=[O:17])=[O:16])[CH2:11][CH2:12][CH3:13].C(OCC)(=O)C, predict the reaction product. The product is: [CH2:10]([N:14]([C:26]1[CH:31]=[CH:30][CH:29]=[C:28]([C:32]2[N:6]3[N:7]=[CH:8][C:4]([N+:1]([O-:3])=[O:2])=[C:5]3[N:9]=[CH:34][CH:33]=2)[CH:27]=1)[S:15]([C:18]1[CH:23]=[CH:22][C:21]([O:24][CH3:25])=[CH:20][CH:19]=1)(=[O:16])=[O:17])[CH2:11][CH2:12][CH3:13]. (3) Given the reactants [OH:1][CH2:2][CH:3]1[NH:7][C:6](=[O:8])[CH2:5][CH2:4]1.[C:9](Cl)([O:11][CH2:12][CH:13]1[C:25]2[C:20](=[CH:21][CH:22]=[CH:23][CH:24]=2)[C:19]2[C:14]1=[CH:15][CH:16]=[CH:17][CH:18]=2)=[O:10].N1C=CC=CC=1, predict the reaction product. The product is: [C:9](=[O:10])([O:1][CH2:2][CH:3]1[CH2:4][CH2:5][C:6](=[O:8])[NH:7]1)[O:11][CH2:12][CH:13]1[C:25]2[CH:24]=[CH:23][CH:22]=[CH:21][C:20]=2[C:19]2[C:14]1=[CH:15][CH:16]=[CH:17][CH:18]=2. (4) Given the reactants [ClH:1].Cl.[F:3][C:4]1[CH:9]=[C:8]([C:10]#[N:11])[CH:7]=[CH:6][C:5]=1[C:12]1[CH:17]=[CH:16][C:15]([O:18][C:19]([F:22])([F:21])[F:20])=[C:14]([CH2:23][NH:24][C@H:25]2[CH2:30][CH2:29][NH:28][CH2:27][C@H:26]2[C:31]2[CH:36]=[CH:35][CH:34]=[CH:33][CH:32]=2)[CH:13]=1.[CH3:37][C:38]1([CH3:49])[C:42](=[O:43])[N:41]([CH2:44][C:45](O)=[O:46])[C:40](=[O:48])[NH:39]1.Cl.C(OCC)(=O)C, predict the reaction product. The product is: [ClH:1].[CH3:37][C:38]1([CH3:49])[C:42](=[O:43])[N:41]([CH2:44][C:45]([N:28]2[CH2:29][CH2:30][C@H:25]([NH:24][CH2:23][C:14]3[CH:13]=[C:12]([C:5]4[CH:6]=[CH:7][C:8]([C:10]#[N:11])=[CH:9][C:4]=4[F:3])[CH:17]=[CH:16][C:15]=3[O:18][C:19]([F:21])([F:22])[F:20])[C@H:26]([C:31]3[CH:32]=[CH:33][CH:34]=[CH:35][CH:36]=3)[CH2:27]2)=[O:46])[C:40](=[O:48])[NH:39]1. (5) The product is: [NH2:7][C:8]([C:20]1[CH:25]=[CH:24][CH:23]=[C:22]([Br:26])[N:21]=1)([CH3:19])[CH2:9][O:10][C@@:11]([CH3:16])([C:12]([F:13])([F:15])[F:14])[C:17]#[N:18]. Given the reactants C(OC(=O)[NH:7][C:8]([C:20]1[CH:25]=[CH:24][CH:23]=[C:22]([Br:26])[N:21]=1)([CH3:19])[CH2:9][O:10][C@@:11]([C:17]#[N:18])([CH3:16])[C:12]([F:15])([F:14])[F:13])(C)(C)C.C(O)(C(F)(F)F)=O, predict the reaction product.